Dataset: Experimentally validated miRNA-target interactions with 360,000+ pairs, plus equal number of negative samples. Task: Binary Classification. Given a miRNA mature sequence and a target amino acid sequence, predict their likelihood of interaction. (1) The miRNA is hsa-miR-6737-3p with sequence UCUGUGCUUCACCCCUACCCAG. The protein sequence of the target gene is MAVEDSTLQVVVRVRPPTPRELDSQRRPVVQVVDERVLVFNPEEPDGGFPGLKWGGTHDGPKKKGKDLTFVFDRVFGEAATQQDVFQHTTHSVLDSFLQGYNCSVFAYGATGAGKTHTMLGREGDPGIMYLTTVELYRRLEARQQEKHFEVLISYQEVYNEQIHDLLEPKGPLAIREDPDKGVVVQGLSFHQPASAEQLLEILTRGNRNRTQHPTDANATSSRSHAIFQIFVKQQDRVPGLTQAVQVAKMSLIDLAGSERASSTHAKGERLREGANINRSLLALINVLNALADAKGRKTH.... Result: 0 (no interaction). (2) The miRNA is hsa-miR-548ae-5p with sequence AAAAGUAAUUGUGGUUUUUG. The protein sequence of the target gene is MRSPRTRGRSGRPLSLLLALLCALRAKVCGASGQFELEILSMQNVNGELQNGNCCGGARNPGDRKCTRDECDTYFKVCLKEYQSRVTAGGPCSFGSGSTPVIGGNTFNLKASRGNDRNRIVLPFSFAWPRSYTLLVEAWDSSNDTVQPDSIIEKASHSGMINPSRQWQTLKQNTGVAHFEYQIRVTCDDYYYGFGCNKFCRPRDDFFGHYACDQNGNKTCMEGWMGPECNRAICRQGCSPKHGSCKLPGDCRCQYGWQGLYCDKCIPHPGCVHGICNEPWQCLCETNWGGQLCDKDLNYC.... Result: 0 (no interaction). (3) The miRNA is hsa-miR-5588-3p with sequence AAGUCCCACUAAUGCCAGC. The protein sequence of the target gene is MLERLKAPWSAALQRKYFDLGIWTAPISPMALTMLNGLLIKDSSPPMLLHQVNKTAQLDTFNYQSCFMQSVFDHFPEILFIHRTYNPRGKVLYTFLVDGPRVQLEGHLARAVYFAIPAKEDTEGLAQMFQVFKKFNPAWERVCTILVDPHFLPLPILAMEFPTAEVLLSAFHICKFLQAKFYQLSLERPVERLLLTSLQSTMCSATAGNLRKLYTLLSNCIPPAKLPELHSHWLLNDRIWLAHRWRSRAESSHYFQSLEVTTHILSQFFGTTPSEKQGMASLFRYMQQNSADKANFNQGL.... Result: 1 (interaction).